Dataset: Forward reaction prediction with 1.9M reactions from USPTO patents (1976-2016). Task: Predict the product of the given reaction. (1) Given the reactants CC1(C)[O:6][C@@H:5]([C@H:7]2[C@H:11]3[O:12]C(C)(C)[O:14][C@H:10]3[C@H:9]([N:17]3[C:21]4[N:22]=[CH:23][N:24]=[C:25]([CH3:26])[C:20]=4[CH:19]=[CH:18]3)[O:8]2)[CH2:4][O:3]1.C(O)(C(F)(F)F)=O.O, predict the reaction product. The product is: [OH:6][CH:5]([C@H:7]1[C@@H:11]([OH:12])[C@@H:10]([OH:14])[C@H:9]([N:17]2[C:21]3[N:22]=[CH:23][N:24]=[C:25]([CH3:26])[C:20]=3[CH:19]=[CH:18]2)[O:8]1)[CH2:4][OH:3]. (2) Given the reactants [NH2:1][NH2:2].[F:3][C:4]1([F:22])[CH2:9][CH2:8][N:7]([C:10]([C:12]2[N:13]=[C:14]([C:17](OCC)=[O:18])[S:15][CH:16]=2)=[O:11])[CH2:6][CH2:5]1, predict the reaction product. The product is: [F:3][C:4]1([F:22])[CH2:9][CH2:8][N:7]([C:10]([C:12]2[N:13]=[C:14]([C:17]([NH:1][NH2:2])=[O:18])[S:15][CH:16]=2)=[O:11])[CH2:6][CH2:5]1. (3) Given the reactants FC1(C(O)=O)CC[C:5](=[CH:8][C:9]2[C:10]([CH3:50])([CH3:49])[C@H:11]3[C@:24]([CH3:27])([CH2:25][CH:26]=2)[C@@H:23]2[C@:14]([CH3:48])([C@@:15]4([CH3:47])[C@H:20]([CH2:21][CH2:22]2)[C@H:19]2[C@H:28]([C:31]([CH3:33])=[CH2:32])[CH2:29][CH2:30][C@:18]2([NH:34][CH2:35][CH2:36][N:37]2[CH2:42][CH2:41][CH:40]([S:43]([CH3:46])(=[O:45])=[O:44])[CH2:39][CH2:38]2)[CH2:17][CH2:16]4)[CH2:13][CH2:12]3)CC1.[C:54]([O:60][CH3:61])(=[O:59])/[CH:55]=[CH:56]/C=C, predict the reaction product. The product is: [CH3:47][C@:15]12[C@@:14]3([CH3:48])[C@@H:23]([C@:24]4([CH3:27])[C@@H:11]([CH2:12][CH2:13]3)[C:10]([CH3:50])([CH3:49])[C:9]([CH:8]=[CH:5][CH:56]=[CH:55][C:54]([O:60][CH3:61])=[O:59])=[CH:26][CH2:25]4)[CH2:22][CH2:21][C@@H:20]1[C@H:19]1[C@H:28]([C:31]([CH3:33])=[CH2:32])[CH2:29][CH2:30][C@:18]1([NH:34][CH2:35][CH2:36][N:37]1[CH2:38][CH2:39][CH:40]([S:43]([CH3:46])(=[O:44])=[O:45])[CH2:41][CH2:42]1)[CH2:17][CH2:16]2. (4) Given the reactants [CH2:1]([Zn]CC)C.ICI.[CH:9]([O:11][C@H:12]1[CH2:16][N:15]([C:17]([O:19][CH2:20][C:21]2[CH:26]=[CH:25][CH:24]=[CH:23][CH:22]=2)=[O:18])[C@H:14]([C:27]([O:29][CH3:30])=[O:28])[CH2:13]1)=[CH2:10], predict the reaction product. The product is: [CH:9]1([O:11][C@H:12]2[CH2:16][N:15]([C:17]([O:19][CH2:20][C:21]3[CH:26]=[CH:25][CH:24]=[CH:23][CH:22]=3)=[O:18])[C@H:14]([C:27]([O:29][CH3:30])=[O:28])[CH2:13]2)[CH2:1][CH2:10]1. (5) Given the reactants [Cl:1][C:2]1[CH:10]=[CH:9][CH:8]=[C:7]2[C:3]=1[C:4]1[C:14](=O)[NH:13][C:12]([NH:16][C:17](=[O:22])[C:18]([CH3:21])([CH3:20])[CH3:19])=[N:11][C:5]=1[NH:6]2.O=P(Cl)(Cl)[Cl:25].C(Cl)(Cl)Cl.CO.CCOCC, predict the reaction product. The product is: [Cl:25][C:14]1[C:4]2[C:3]3[C:7](=[CH:8][CH:9]=[CH:10][C:2]=3[Cl:1])[NH:6][C:5]=2[N:11]=[C:12]([NH:16][C:17](=[O:22])[C:18]([CH3:21])([CH3:20])[CH3:19])[N:13]=1.